Dataset: hERG potassium channel inhibition data for cardiac toxicity prediction from Karim et al.. Task: Regression/Classification. Given a drug SMILES string, predict its toxicity properties. Task type varies by dataset: regression for continuous values (e.g., LD50, hERG inhibition percentage) or binary classification for toxic/non-toxic outcomes (e.g., AMES mutagenicity, cardiotoxicity, hepatotoxicity). Dataset: herg_karim. The compound is C=CCOc1cc(F)c(F)cc1C1CC1CN.Cl. The result is 1 (blocker).